From a dataset of Reaction yield outcomes from USPTO patents with 853,638 reactions. Predict the reaction yield, written as a fraction of the theoretical maximum amount of product (1.0 means a 100% yield; for example, 0.34 means a 34% yield). (1) The reactants are [Cl:1][C:2]1[CH:3]=[N:4][N:5]([CH3:35])[C:6]=1[C:7]1[CH:21]=[C:20]([NH:22][C:23](=[O:34])[C:24]2[CH:29]=[CH:28][CH:27]=[C:26]([C:30]([F:33])([F:32])[F:31])[CH:25]=2)[CH:19]=[CH:18][C:8]=1[O:9][CH2:10][C:11]([O:13]C(C)(C)C)=[O:12].O.FC(F)(F)C(O)=O. The catalyst is C(Cl)Cl. The product is [Cl:1][C:2]1[CH:3]=[N:4][N:5]([CH3:35])[C:6]=1[C:7]1[CH:21]=[C:20]([NH:22][C:23](=[O:34])[C:24]2[CH:29]=[CH:28][CH:27]=[C:26]([C:30]([F:32])([F:33])[F:31])[CH:25]=2)[CH:19]=[CH:18][C:8]=1[O:9][CH2:10][C:11]([OH:13])=[O:12]. The yield is 0.708. (2) The reactants are [C:1]([C:5]1[S:9][C:8]([C:10]([NH:12][C@@H:13]([CH2:27][C:28]2[CH:33]=[CH:32][C:31]([C:34]3[N:39]=[CH:38][C:37]([C:40]4[CH:45]=[CH:44][C:43]([OH:46])=[CH:42][C:41]=4[F:47])=[CH:36][N:35]=3)=[CH:30][CH:29]=2)[C:14]([N:16]2[CH2:19][CH:18]([C:20]([O:22][C:23]([CH3:26])([CH3:25])[CH3:24])=[O:21])[CH2:17]2)=[O:15])=[O:11])=[CH:7][CH:6]=1)([CH3:4])([CH3:3])[CH3:2].C1(N([S:59]([C:62]([F:65])([F:64])[F:63])(=[O:61])=[O:60])S(C)(=O)=O)C=CC=CC=1.CCN(C(C)C)C(C)C. The catalyst is C(Cl)Cl. The product is [C:1]([C:5]1[S:9][C:8]([C:10]([NH:12][C@@H:13]([CH2:27][C:28]2[CH:33]=[CH:32][C:31]([C:34]3[N:39]=[CH:38][C:37]([C:40]4[CH:45]=[CH:44][C:43]([O:46][S:59]([C:62]([F:65])([F:64])[F:63])(=[O:61])=[O:60])=[CH:42][C:41]=4[F:47])=[CH:36][N:35]=3)=[CH:30][CH:29]=2)[C:14]([N:16]2[CH2:17][CH:18]([C:20]([O:22][C:23]([CH3:26])([CH3:24])[CH3:25])=[O:21])[CH2:19]2)=[O:15])=[O:11])=[CH:7][CH:6]=1)([CH3:2])([CH3:3])[CH3:4]. The yield is 0.780. (3) The reactants are [CH:1]1([CH2:4][NH:5][N:6]2[C:15]3[C:10](=[CH:11][CH:12]=[CH:13][CH:14]=3)[C:9]([OH:16])=[C:8]([C:17]3[NH:22][C:21]4[CH:23]=[CH:24][C:25]([OH:27])=[CH:26][C:20]=4[S:19](=[O:29])(=[O:28])[N:18]=3)[C:7]2=[O:30])[CH2:3][CH2:2]1.C(=O)([O-])[O-].[Cs+].[Cs+].Br[CH2:38][C:39]([NH2:41])=[O:40]. The catalyst is [I-].C([N+](CCCC)(CCCC)CCCC)CCC.CN(C)C=O. The product is [CH:1]1([CH2:4][NH:5][N:6]2[C:15]3[C:10](=[CH:11][CH:12]=[CH:13][CH:14]=3)[C:9]([OH:16])=[C:8]([C:17]3[NH:22][C:21]4[CH:23]=[CH:24][C:25]([O:27][CH2:38][C:39]([NH2:41])=[O:40])=[CH:26][C:20]=4[S:19](=[O:28])(=[O:29])[N:18]=3)[C:7]2=[O:30])[CH2:2][CH2:3]1. The yield is 0.950. (4) The reactants are [NH2:1][C:2]1[N:12]=[CH:11][C:10](B2OC(C)(C)C(C)(C)O2)=[CH:9][C:3]=1[C:4]([N:6]([CH3:8])[CH3:7])=[O:5].Br[C:23]1[C:24]([Cl:49])=[C:25]2[C:31]([C:32]3[CH:37]=[CH:36][C:35]([Cl:38])=[CH:34][C:33]=3[O:39][CH3:40])=[CH:30][N:29]([CH2:41][O:42][CH2:43][CH2:44][Si:45]([CH3:48])([CH3:47])[CH3:46])[C:26]2=[N:27][CH:28]=1.C(=O)([O-])[O-].[Na+].[Na+]. The catalyst is CN(C)C=O. The product is [NH2:1][C:2]1[N:12]=[CH:11][C:10]([C:23]2[C:24]([Cl:49])=[C:25]3[C:31]([C:32]4[CH:37]=[CH:36][C:35]([Cl:38])=[CH:34][C:33]=4[O:39][CH3:40])=[CH:30][N:29]([CH2:41][O:42][CH2:43][CH2:44][Si:45]([CH3:48])([CH3:47])[CH3:46])[C:26]3=[N:27][CH:28]=2)=[CH:9][C:3]=1[C:4]([N:6]([CH3:7])[CH3:8])=[O:5]. The yield is 0.550. (5) The reactants are O.[C:2]([O:8][CH2:9][C:10]([F:16])([F:15])[S:11]([O-:14])(=[O:13])=[O:12])(=[O:7])[C:3]([CH3:6])([CH3:5])[CH3:4].[Na+].[I-].[C:19]1([S+:25]([C:32]2[CH:37]=[CH:36][CH:35]=[CH:34][CH:33]=2)[C:26]2[CH:31]=[CH:30][CH:29]=[CH:28][CH:27]=2)[CH:24]=[CH:23][CH:22]=[CH:21][CH:20]=1. The catalyst is ClCCl. The product is [C:2]([O:8][CH2:9][C:10]([F:16])([F:15])[S:11]([O-:14])(=[O:12])=[O:13])(=[O:7])[C:3]([CH3:6])([CH3:5])[CH3:4].[C:32]1([S+:25]([C:19]2[CH:20]=[CH:21][CH:22]=[CH:23][CH:24]=2)[C:26]2[CH:31]=[CH:30][CH:29]=[CH:28][CH:27]=2)[CH:33]=[CH:34][CH:35]=[CH:36][CH:37]=1. The yield is 0.950. (6) The reactants are Br[C:2]1[N:6]([CH:7]2[CH2:12][CH2:11][N:10]([C:13]([O:15][C:16]([CH3:19])([CH3:18])[CH3:17])=[O:14])[CH2:9][CH2:8]2)[CH:5]=[N:4][C:3]=1[C:20]1[CH:25]=[CH:24][C:23]([F:26])=[CH:22][CH:21]=1.CC1(C)C(C)(C)OB([C:35]2[CH:36]=[CH:37][C:38]3[N:39]([CH:41]=[C:42]([NH:44][C:45](=[O:47])[CH3:46])[N:43]=3)[N:40]=2)O1.[O-]P([O-])([O-])=O.[K+].[K+].[K+]. The catalyst is O1CCOCC1.C1C=CC(P(C2C=CC=CC=2)[C-]2C=CC=C2)=CC=1.C1C=CC(P(C2C=CC=CC=2)[C-]2C=CC=C2)=CC=1.Cl[Pd]Cl.[Fe+2].C(Cl)Cl. The product is [C:45]([NH:44][C:42]1[N:43]=[C:38]2[CH:37]=[CH:36][C:35]([C:2]3[N:6]([CH:7]4[CH2:12][CH2:11][N:10]([C:13]([O:15][C:16]([CH3:19])([CH3:18])[CH3:17])=[O:14])[CH2:9][CH2:8]4)[CH:5]=[N:4][C:3]=3[C:20]3[CH:25]=[CH:24][C:23]([F:26])=[CH:22][CH:21]=3)=[N:40][N:39]2[CH:41]=1)(=[O:47])[CH3:46]. The yield is 0.412. (7) The reactants are Br[C:2]1[C:3]2[N:4]([C:9]([C:30]3[CH:35]=[CH:34][CH:33]=[CH:32][CH:31]=3)=[C:10]([C:12]3[CH:17]=[CH:16][C:15]([C:18]4([NH:22][C:23](=[O:29])[O:24][C:25]([CH3:28])([CH3:27])[CH3:26])[CH2:21][CH2:20][CH2:19]4)=[CH:14][CH:13]=3)[N:11]=2)[N:5]=[C:6]([Cl:8])[CH:7]=1.[N:36]1[CH:41]=[CH:40][CH:39]=[C:38](B(O)O)[CH:37]=1.C([O-])([O-])=O.[Na+].[Na+]. The catalyst is O1CCOCC1.C1C=CC(P(C2C=CC=CC=2)[C-]2C=CC=C2)=CC=1.C1C=CC(P(C2C=CC=CC=2)[C-]2C=CC=C2)=CC=1.Cl[Pd]Cl.[Fe+2]. The product is [Cl:8][C:6]1[CH:7]=[C:2]([C:38]2[CH:37]=[N:36][CH:41]=[CH:40][CH:39]=2)[C:3]2[N:4]([C:9]([C:30]3[CH:35]=[CH:34][CH:33]=[CH:32][CH:31]=3)=[C:10]([C:12]3[CH:17]=[CH:16][C:15]([C:18]4([NH:22][C:23](=[O:29])[O:24][C:25]([CH3:28])([CH3:27])[CH3:26])[CH2:21][CH2:20][CH2:19]4)=[CH:14][CH:13]=3)[N:11]=2)[N:5]=1. The yield is 0.310.